From a dataset of Full USPTO retrosynthesis dataset with 1.9M reactions from patents (1976-2016). Predict the reactants needed to synthesize the given product. (1) The reactants are: [Cl:1][C:2]1[C:11]([CH2:12]O)=[CH:10][C:9]2[C:4](=[CH:5][CH:6]=[CH:7][CH:8]=2)[N:3]=1.P(Br)(Br)[Br:15]. Given the product [Br:15][CH2:12][C:11]1[C:2]([Cl:1])=[N:3][C:4]2[C:9]([CH:10]=1)=[CH:8][CH:7]=[CH:6][CH:5]=2, predict the reactants needed to synthesize it. (2) Given the product [C:14]([C:16]1[C:24]2[C:19](=[CH:20][CH:21]=[C:22]([CH2:25][CH2:26][NH:27][C:28](=[O:42])[C:29]3[CH:34]=[CH:33][C:32]([C:35]4[CH:40]=[CH:39][N:38]=[C:37]([N:2]([CH3:1])[CH2:3][C@H:4]([OH:13])[C@@H:5]([OH:12])[C@@H:6]([OH:11])[C@H:7]([OH:10])[CH2:8][OH:9])[N:36]=4)=[CH:31][CH:30]=3)[CH:23]=2)[NH:18][CH:17]=1)#[N:15], predict the reactants needed to synthesize it. The reactants are: [CH3:1][NH:2][CH2:3][C@H:4]([OH:13])[C@@H:5]([OH:12])[C@@H:6]([OH:11])[C@H:7]([OH:10])[CH2:8][OH:9].[C:14]([C:16]1[C:24]2[C:19](=[CH:20][CH:21]=[C:22]([CH2:25][CH2:26][NH:27][C:28](=[O:42])[C:29]3[CH:34]=[CH:33][C:32]([C:35]4[CH:40]=[CH:39][N:38]=[C:37](Cl)[N:36]=4)=[CH:31][CH:30]=3)[CH:23]=2)[NH:18][CH:17]=1)#[N:15].